Dataset: Aqueous solubility values for 9,982 compounds from the AqSolDB database. Task: Regression/Classification. Given a drug SMILES string, predict its absorption, distribution, metabolism, or excretion properties. Task type varies by dataset: regression for continuous measurements (e.g., permeability, clearance, half-life) or binary classification for categorical outcomes (e.g., BBB penetration, CYP inhibition). For this dataset (solubility_aqsoldb), we predict Y. (1) The molecule is CCOC(=O)CCCOc1ccc(Cl)cc1C. The Y is -4.41 log mol/L. (2) The drug is Cc1cc(Cl)c(O)c(Cl)c1. The Y is -1.42 log mol/L. (3) The drug is Cn1c(=O)c2c(nc(/C=C/c3ccccc3)n2C)n(C)c1=O. The Y is -5.55 log mol/L. (4) The drug is C=C(Br)C(=O)Nc1ccc(NNC2=C3C(=O)C=C(S(=O)(=O)[O-])C=C3C=CC2=NC)c(S(=O)(=O)[O-])c1.[Na+].[Na+]. The Y is -1.95 log mol/L. (5) The drug is [N-]=[N+]=[N-].[Na+]. The Y is 0.804 log mol/L. (6) The molecule is O=CNC(N1C=CN(C(NC=O)C(Cl)(Cl)Cl)C=C1)C(Cl)(Cl)Cl. The Y is -4.19 log mol/L. (7) The compound is O=C1C=Cc2ccccc2C1=NO. The Y is -2.94 log mol/L. (8) The drug is CC(=O)OCc1ccccc1. The Y is -1.69 log mol/L. (9) The compound is S=P(Oc1ccccc1)(Oc1ccccc1)Oc1ccccc1. The Y is -6.95 log mol/L.